Dataset: Experimentally validated miRNA-target interactions with 360,000+ pairs, plus equal number of negative samples. Task: Binary Classification. Given a miRNA mature sequence and a target amino acid sequence, predict their likelihood of interaction. (1) The miRNA is hsa-miR-6827-5p with sequence UGGGAGCCAUGAGGGUCUGUGC. The protein sequence of the target gene is MDPAEAVLQEKALKFMCSMPRSLWLGCSSLADSMPSLRCLYNPGTGALTAFQNSSEREDCNNGEPPRKIIPEKNSLRQTYNSCARLCINQETVCLTSTAMKTENCVAKAKLANGTSSMIVPKQRKLSASYEKEKELCVKYFEQWSESDQVEFVEHLISQMCHYQHGHINSYLKPMLQRDFITALPARGLDHIAENILSYLDAKSLCAAELVCKEWYRVTSDGMLWKKLIERMVRTDSLWRGLAERRGWGQYLFKNKPPDENAPPNSFYRALYPKIIQDIETIESNWRCGRHSLQRIHCRS.... Result: 0 (no interaction). (2) The protein sequence of the target gene is MSSAPTTPPSVDKVDGFSRKSVRKARQKRSQSSSQFRSQGKPIELTPLPLLKDVPSSEQPELFLKKLQQCCVIFDFMDTLSDLKMKEYKRSTLNELVDYITISRGCLTEQTYPEVVRMVSCNIFRTLPPSDSNEFDPEEDEPTLEASWPHLQLVYEFFIRFLESQEFQPSIAKKYIDQKFVLQLLELFDSEDPRERDYLKTVLHRIYGKFLGLRAFIRKQINNIFLRFVYETEHFNGVAELLEILGSIINGFALPLKAEHKQFLVKVLIPLHTVRSLSLFHAQLAYCIVQFLEKDPSLTE.... Result: 1 (interaction). The miRNA is hsa-miR-19b-3p with sequence UGUGCAAAUCCAUGCAAAACUGA. (3) The miRNA is mmu-miR-1912-5p with sequence UGCUCAUUGCAUGGGCUGUGUA. The protein sequence of the target gene is MALEVLMLLAVLIWTGAENLHVKISCSLDWLMVSVIPVAESRNLYIFADELHLGMGCPANRIHTYVYEFIYLVRDCGIRTRVVSEETLLFQTELYFTPRNIDHDPQEIHLECSTSRKSVWLTPVSTENEIKLDPSPFIADFQTTAEELGLLSSSPNLL. Result: 0 (no interaction). (4) The miRNA is mmu-miR-128-3p with sequence UCACAGUGAACCGGUCUCUUU. The protein sequence of the target gene is MQTSDRDLSGPEASPSGMPEVLSECPPAPTKSAAFDLFNLVLSYKRLEIYLEPLKDAGDGVRYLLRWQMPLCSLLTCLGLNILFLTLNEGAWYSMGALMISVPALLGYLQEVCRGQLPESELMRRKYHSIRQEDLQRVRLSRVHLSRPEAVAEVKSFLIQLEAFLARLCYTCESAYRVLHWENPVVSSQFYGALLGMVCMLYLLPLCWVLALLNSTLFLGNGDFFRVVCEYRACLQRRMNPRQEECACESSALQGAGGRGLLDSSPAPTPTEDLTPGSVEEAEEAEPDEEFKDAIEETHL.... Result: 0 (no interaction). (5) Result: 1 (interaction). The protein sequence of the target gene is MPSGFQQIGSDDGEPPRQRVTGTLVLAVFSAVLGSLQFGYNIGVINAPQKVIEQSYNATWLGRQGPGGPDSIPQGTLTTLWALSVAIFSVGGMISSFLIGIISQWLGRKRAMLANNVLAVLGGALMGLANAAASYEILILGRFLIGAYSGLTSGLVPMYVGEIAPTHLRGALGTLNQLAIVIGILVAQVLGLESMLGTATLWPLLLALTVLPALLQLILLPFCPESPRYLYIIRNLEGPARKSLKRLTGWADVSDALAELKDEKRKLERERPMSLLQLLGSRTHRQPLIIAVVLQLSQQL.... The miRNA is mmu-miR-876-5p with sequence UGGAUUUCUCUGUGAAUCACUA. (6) The miRNA is dme-miR-8-3p with sequence UAAUACUGUCAGGUAAAGAUGUC. The protein sequence of the target gene is MSERRRSAVALSSRAHAFSVEALIGSNKKRKLRDWEEKGLDLSMEALSPAGPLGDTDDPATHGLEPHPDSEQSTGSDSEVLTERTSCSFSTHTDLASGAAGPVPAAMSSMEEIQVELQCADLWKRFHDIGTEMIITKAGRRMFPAMRVKITGLDPHQQYYIAMDIVPVDNKRYRYVYHSSKWMVAGNADSPVPPRVYIHPDSLASGDTWMRQVVSFDKLKLTNNELDDQGHIILHSMHKYQPRVHVIRKDFSSDLSPTKPVPVGDGVKTFNFPETVFTTVTAYQNQQITRLKIDRNPFAK.... Result: 0 (no interaction). (7) The miRNA is hsa-miR-129-5p with sequence CUUUUUGCGGUCUGGGCUUGC. The protein sequence of the target gene is MVRKKNPPLRNVASEGEGQILEPIGTESKVSGKNKEFSADQMSENTDQSDAAELNHKEEHSLHVQDPSSSSKKDLKSAVLSEKAGFNYESPSKGGNFPSFPHDEVTDRNMLAFSSPAAGGVCEPLKSPQRAEADDPQDMACTPSGDSLETKEDQKMSPKATEETGQAQSGQANCQGLSPVSVASKNPQVPSDGGVRLNKSKTDLLVNDNPDPAPLSPELQDFKCNICGYGYYGNDPTDLIKHFRKYHLGLHNRTRQDAELDSKILALHNMVQFSHSKDFQKVNRSVFSGVLQDINSSRPV.... Result: 1 (interaction).